From a dataset of Full USPTO retrosynthesis dataset with 1.9M reactions from patents (1976-2016). Predict the reactants needed to synthesize the given product. Given the product [C:17]([NH:16][C:11]1[CH:12]=[CH:13][C:14]([CH3:15])=[C:9]([NH:8][C:30](=[O:31])[C:29]2[CH:33]=[CH:34][CH:35]=[C:27]([CH2:26][Cl:25])[CH:28]=2)[CH:10]=1)(=[O:24])[C:18]1[CH:19]=[CH:20][CH:21]=[CH:22][CH:23]=1, predict the reactants needed to synthesize it. The reactants are: C(N(CC)CC)C.[NH2:8][C:9]1[CH:10]=[C:11]([NH:16][C:17](=[O:24])[C:18]2[CH:23]=[CH:22][CH:21]=[CH:20][CH:19]=2)[CH:12]=[CH:13][C:14]=1[CH3:15].[Cl:25][CH2:26][C:27]1[CH:28]=[C:29]([CH:33]=[CH:34][CH:35]=1)[C:30](Cl)=[O:31].